From a dataset of NCI-60 drug combinations with 297,098 pairs across 59 cell lines. Regression. Given two drug SMILES strings and cell line genomic features, predict the synergy score measuring deviation from expected non-interaction effect. (1) Drug 1: CC1=C(C(=CC=C1)Cl)NC(=O)C2=CN=C(S2)NC3=CC(=NC(=N3)C)N4CCN(CC4)CCO. Drug 2: CC1CCC2CC(C(=CC=CC=CC(CC(C(=O)C(C(C(=CC(C(=O)CC(OC(=O)C3CCCCN3C(=O)C(=O)C1(O2)O)C(C)CC4CCC(C(C4)OC)OCCO)C)C)O)OC)C)C)C)OC. Cell line: SK-MEL-5. Synergy scores: CSS=-7.79, Synergy_ZIP=2.84, Synergy_Bliss=-1.13, Synergy_Loewe=-7.81, Synergy_HSA=-8.06. (2) Drug 1: C1C(C(OC1N2C=NC3=C(N=C(N=C32)Cl)N)CO)O. Drug 2: CCC1=C2CN3C(=CC4=C(C3=O)COC(=O)C4(CC)O)C2=NC5=C1C=C(C=C5)O. Cell line: HL-60(TB). Synergy scores: CSS=76.2, Synergy_ZIP=3.28, Synergy_Bliss=3.83, Synergy_Loewe=4.85, Synergy_HSA=5.61. (3) Drug 1: CC1C(C(CC(O1)OC2CC(CC3=C2C(=C4C(=C3O)C(=O)C5=C(C4=O)C(=CC=C5)OC)O)(C(=O)CO)O)N)O.Cl. Drug 2: CS(=O)(=O)OCCCCOS(=O)(=O)C. Cell line: SR. Synergy scores: CSS=79.5, Synergy_ZIP=8.98, Synergy_Bliss=8.74, Synergy_Loewe=7.81, Synergy_HSA=13.1. (4) Drug 1: C1=NC2=C(N1)C(=S)N=C(N2)N. Drug 2: C1C(C(OC1N2C=NC(=NC2=O)N)CO)O. Cell line: UACC62. Synergy scores: CSS=24.6, Synergy_ZIP=-4.67, Synergy_Bliss=-3.45, Synergy_Loewe=-5.05, Synergy_HSA=-2.45. (5) Drug 1: C(CC(=O)O)C(=O)CN.Cl. Drug 2: C1CN(P(=O)(OC1)NCCCl)CCCl. Cell line: A549. Synergy scores: CSS=5.36, Synergy_ZIP=1.92, Synergy_Bliss=-2.23, Synergy_Loewe=-4.31, Synergy_HSA=-4.31. (6) Drug 1: C(CCl)NC(=O)N(CCCl)N=O. Drug 2: C(CN)CNCCSP(=O)(O)O. Cell line: OVCAR-5. Synergy scores: CSS=0.915, Synergy_ZIP=-0.528, Synergy_Bliss=-4.33, Synergy_Loewe=-2.60, Synergy_HSA=-7.14.